Dataset: Forward reaction prediction with 1.9M reactions from USPTO patents (1976-2016). Task: Predict the product of the given reaction. (1) Given the reactants [O-]CC.[Na+].[CH2:5]([O:12][C:13]1[CH:18]=[C:17]([O:19][CH2:20][C:21]2[CH:26]=[CH:25][CH:24]=[CH:23][CH:22]=2)[C:16]([C:27]([CH3:30])([CH3:29])[CH3:28])=[CH:15][C:14]=1[C:31](=[O:33])[CH3:32])[C:6]1[CH:11]=[CH:10][CH:9]=[CH:8][CH:7]=1.[C:34](OCC)(=[O:40])[C:35]([O:37][CH2:38][CH3:39])=[O:36].Cl, predict the reaction product. The product is: [CH2:38]([O:37][C:35](=[O:36])[C:34]([OH:40])=[CH:32][C:31]([C:14]1[CH:15]=[C:16]([C:27]([CH3:29])([CH3:28])[CH3:30])[C:17]([O:19][CH2:20][C:21]2[CH:22]=[CH:23][CH:24]=[CH:25][CH:26]=2)=[CH:18][C:13]=1[O:12][CH2:5][C:6]1[CH:7]=[CH:8][CH:9]=[CH:10][CH:11]=1)=[O:33])[CH3:39]. (2) Given the reactants [NH2:1][C:2]1[CH:6]=[C:5]([Cl:7])[N:4]([C:8]2[CH:13]=[CH:12][C:11]([C:14]3[CH:19]=[CH:18][CH:17]=[C:16]([O:20][CH3:21])[C:15]=3[OH:22])=[CH:10][CH:9]=2)[C:3]=1[C:23]([O:25][CH2:26][CH3:27])=[O:24].[N:28]([C:31]1[CH:36]=[CH:35][C:34]([CH3:37])=[CH:33][C:32]=1[CH3:38])=[C:29]=[O:30], predict the reaction product. The product is: [Cl:7][C:5]1[N:4]([C:8]2[CH:13]=[CH:12][C:11]([C:14]3[CH:19]=[CH:18][CH:17]=[C:16]([O:20][CH3:21])[C:15]=3[OH:22])=[CH:10][CH:9]=2)[C:3]([C:23]([O:25][CH2:26][CH3:27])=[O:24])=[C:2]([NH:1][C:29]([NH:28][C:31]2[CH:36]=[CH:35][C:34]([CH3:37])=[CH:33][C:32]=2[CH3:38])=[O:30])[CH:6]=1. (3) Given the reactants Cl[C:2]1[N:3]=[C:4]([N:22]2[CH2:27][CH2:26][O:25][CH2:24][CH2:23]2)[C:5]2[S:10][C:9]([CH2:11][N:12]3[CH2:17][CH2:16][N:15]([S:18]([CH3:21])(=[O:20])=[O:19])[CH2:14][CH2:13]3)=[CH:8][C:6]=2[N:7]=1.C(OC(=O)[NH:34][C:35]1[S:36][C:37]([Sn](CCCC)(CCCC)CCCC)=[CH:38][N:39]=1)(C)(C)C, predict the reaction product. The product is: [O:25]1[CH2:26][CH2:27][N:22]([C:4]2[C:5]3[S:10][C:9]([CH2:11][N:12]4[CH2:17][CH2:16][N:15]([S:18]([CH3:21])(=[O:20])=[O:19])[CH2:14][CH2:13]4)=[CH:8][C:6]=3[N:7]=[C:2]([C:37]3[S:36][C:35]([NH2:34])=[N:39][CH:38]=3)[N:3]=2)[CH2:23][CH2:24]1.